Dataset: Full USPTO retrosynthesis dataset with 1.9M reactions from patents (1976-2016). Task: Predict the reactants needed to synthesize the given product. (1) Given the product [OH:27][N:26]=[C:24]([C:22]1[N:23]=[C:19]([CH:16]2[CH2:17][CH2:18][N:13]([C:11](=[O:12])[CH2:10][N:9]3[C:5]([CH3:4])=[CH:6][C:7]([C:38]([F:41])([F:40])[F:39])=[N:8]3)[CH2:14][CH2:15]2)[S:20][CH:21]=1)[CH3:25], predict the reactants needed to synthesize it. The reactants are: C(=O)C.[CH3:4][C:5]1[N:9]([CH2:10][C:11]([N:13]2[CH2:18][CH2:17][CH:16]([C:19]3[S:20][CH:21]=[C:22]([C:24](=[N:26][O:27]CCCCC4C=CC=CC=4)[CH3:25])[N:23]=3)[CH2:15][CH2:14]2)=[O:12])[N:8]=[C:7]([C:38]([F:41])([F:40])[F:39])[CH:6]=1.Cl.NO. (2) Given the product [Br:20][C:13]1[CH:12]=[C:11]([CH2:14][CH2:15][C:16]([O:18][CH3:19])=[O:17])[CH:10]=[CH:9][C:8]=1[O:7][CH2:6][CH:1]1[CH2:2][CH2:3][CH2:4][CH2:5]1, predict the reactants needed to synthesize it. The reactants are: [CH:1]1([CH2:6][O:7][C:8]2[CH:13]=[CH:12][C:11]([CH2:14][CH2:15][C:16]([O:18][CH3:19])=[O:17])=[CH:10][CH:9]=2)[CH2:5][CH2:4][CH2:3][CH2:2]1.[Br:20]N1C(=O)CCC1=O. (3) Given the product [NH2:1][C:2]1[CH:9]=[CH:8][C:5]([C:6]#[N:7])=[CH:4][C:3]=1[CH:11]1[CH2:13][CH2:12]1, predict the reactants needed to synthesize it. The reactants are: [NH2:1][C:2]1[CH:9]=[CH:8][C:5]([C:6]#[N:7])=[CH:4][C:3]=1I.[CH:11]1(B(O)O)[CH2:13][CH2:12]1.P([O-])([O-])([O-])=O.[K+].[K+].[K+].C1(P(C2CCCCC2)C2CCCCC2)CCCCC1. (4) Given the product [CH:16]1([O:1][C:2]2[CH:3]=[N:4][C:5]3[C:10]([CH:11]=2)=[CH:9][C:8]([O:12][CH3:13])=[C:7]([O:14][CH3:15])[CH:6]=3)[CH2:21][CH2:20][CH2:19][CH2:18][CH2:17]1, predict the reactants needed to synthesize it. The reactants are: [OH:1][C:2]1[CH:3]=[N:4][C:5]2[C:10]([CH:11]=1)=[CH:9][C:8]([O:12][CH3:13])=[C:7]([O:14][CH3:15])[CH:6]=2.[CH:16]1(O)[CH2:21][CH2:20][CH2:19][CH2:18][CH2:17]1.C1C=CC(P(C2C=CC=CC=2)C2C=CC=CC=2)=CC=1.CCOC(/N=N/C(OCC)=O)=O. (5) Given the product [Br:1][C:2]1[CH:15]=[CH:14][C:13]2[O:12][C:11]3[C:6](=[CH:7][C:27]([Cl:29])=[CH:9][CH:10]=3)[C:5](=[CH2:19])[C:4]=2[CH:3]=1, predict the reactants needed to synthesize it. The reactants are: [Br:1][C:2]1[CH:15]=[CH:14][C:13]2[O:12][C:11]3[C:6](=[CH:7]C(OC)=[CH:9][CH:10]=3)[C:5](=O)[C:4]=2[CH:3]=1.[CH2:19]1COCC1.C[Mg+].[Br-].[CH2:27]([Cl:29])Cl. (6) Given the product [CH:1]1([C@@H:7]([NH:9][C:10]([C:12]2[C:21]3[C:16](=[CH:17][CH:18]=[CH:19][CH:20]=3)[N:15]=[C:14]([C:22]3[S:23][CH:24]=[CH:25][CH:26]=3)[C:13]=2[CH2:27][N:28]2[CH2:33][CH2:32][N:31]([CH2:34][CH2:35][O:36][CH2:37][CH2:38][OH:39])[C:30](=[O:46])[CH2:29]2)=[O:11])[CH3:8])[CH2:2][CH2:3][CH2:4][CH2:5][CH2:6]1, predict the reactants needed to synthesize it. The reactants are: [CH:1]1([C@@H:7]([NH:9][C:10]([C:12]2[C:21]3[C:16](=[CH:17][CH:18]=[CH:19][CH:20]=3)[N:15]=[C:14]([C:22]3[S:23][CH:24]=[CH:25][CH:26]=3)[C:13]=2[CH2:27][N:28]2[CH2:33][CH2:32][N:31]([CH2:34][CH2:35][O:36][CH2:37][CH2:38][O:39]C3CCCCO3)[C:30](=[O:46])[CH2:29]2)=[O:11])[CH3:8])[CH2:6][CH2:5][CH2:4][CH2:3][CH2:2]1.Cl. (7) The reactants are: [CH3:1][O:2][C:3]1[CH:8]=[C:7]([CH3:9])[C:6]([S:10]([N:13]([CH2:15][C:16]2[O:20][CH:19]=[C:18]([C:21]([OH:23])=O)[CH:17]=2)[CH3:14])(=[O:12])=[O:11])=[C:5]([CH3:24])[CH:4]=1.CCN=C=NCCCN(C)C.C1C=CC2N(O)N=NC=2C=1.CCN(C(C)C)C(C)C.Cl.Cl.[CH3:57][N:58]([CH3:76])[C:59]([CH:61]1[CH2:65][CH2:64][N:63]([CH2:66][C:67]2[CH:72]=[CH:71][C:70]([CH2:73][NH:74][CH3:75])=[CH:69][CH:68]=2)[CH2:62]1)=[O:60]. Given the product [CH3:1][O:2][C:3]1[CH:4]=[C:5]([CH3:24])[C:6]([S:10]([N:13]([CH2:15][C:16]2[O:20][CH:19]=[C:18]([C:21]([N:74]([CH2:73][C:70]3[CH:69]=[CH:68][C:67]([CH2:66][N:63]4[CH2:64][CH2:65][CH:61]([C:59]([N:58]([CH3:57])[CH3:76])=[O:60])[CH2:62]4)=[CH:72][CH:71]=3)[CH3:75])=[O:23])[CH:17]=2)[CH3:14])(=[O:12])=[O:11])=[C:7]([CH3:9])[CH:8]=1, predict the reactants needed to synthesize it. (8) Given the product [Cl:1][C:2]1[CH:7]=[CH:6][C:5]([F:8])=[CH:4][C:3]=1[C@H:9]1[CH2:13][CH2:12][CH2:11][N:10]1[C:14]1[CH:19]=[CH:18][N:17]2[N:20]=[CH:21][C:22]([NH:23][C:29]([N:40]3[CH2:41][C:38]([OH:42])([CH3:37])[CH2:39]3)=[O:30])=[C:16]2[N:15]=1, predict the reactants needed to synthesize it. The reactants are: [Cl:1][C:2]1[CH:7]=[CH:6][C:5]([F:8])=[CH:4][C:3]=1[C@H:9]1[CH2:13][CH2:12][CH2:11][N:10]1[C:14]1[CH:19]=[CH:18][N:17]2[N:20]=[CH:21][C:22]([NH2:23])=[C:16]2[N:15]=1.C1N=CN([C:29](N2C=NC=C2)=[O:30])C=1.Cl.[CH3:37][C:38]1([OH:42])[CH2:41][NH:40][CH2:39]1.COC1CNC1.CCN(C(C)C)C(C)C.